This data is from Full USPTO retrosynthesis dataset with 1.9M reactions from patents (1976-2016). The task is: Predict the reactants needed to synthesize the given product. (1) Given the product [ClH:1].[ClH:1].[N:50]1([CH2:49][C@H:11]2[C@H:12]([C:29]3[CH:30]=[CH:31][C:32]([O:35][CH2:36][CH2:37][CH2:38][O:39][CH2:40][C:41]4[CH:46]=[CH:45][CH:44]=[CH:43][C:42]=4[O:47][CH3:48])=[CH:33][CH:34]=3)[C@@H:13]([O:15][CH2:16][C:17]3[CH:26]=[C:25]([O:27][CH3:28])[C:24]4[C:19](=[CH:20][CH:21]=[CH:22][CH:23]=4)[CH:18]=3)[CH2:14][NH:9][CH2:10]2)[CH:54]=[CH:53][N:52]=[CH:51]1, predict the reactants needed to synthesize it. The reactants are: [ClH:1].C(OC([N:9]1[CH2:14][C@H:13]([O:15][CH2:16][C:17]2[CH:26]=[C:25]([O:27][CH3:28])[C:24]3[C:19](=[CH:20][CH:21]=[CH:22][CH:23]=3)[CH:18]=2)[C@@H:12]([C:29]2[CH:34]=[CH:33][C:32]([O:35][CH2:36][CH2:37][CH2:38][O:39][CH2:40][C:41]3[CH:46]=[CH:45][CH:44]=[CH:43][C:42]=3[O:47][CH3:48])=[CH:31][CH:30]=2)[C@H:11]([CH2:49][N:50]2[CH:54]=[CH:53][N:52]=[CH:51]2)[CH2:10]1)=O)(C)(C)C. (2) Given the product [O:58]1[CH2:63][CH2:62][N:61]([CH2:64][CH2:65][NH:66][C:38](=[O:39])[CH2:37][CH2:36][S:35][CH2:34][C:33]2[CH:32]=[C:31]([CH:43]=[CH:42][CH:41]=2)[C:29]([NH:28][C:17]2[CH:18]=[CH:19][C:20]([N:22]3[CH2:27][CH2:26][CH2:25][CH2:24][CH2:23]3)=[CH:21][C:16]=2[C:12]2[CH:11]=[C:10]([CH:15]=[CH:14][N:13]=2)[C:8]([NH:7][CH2:6][C:5]2[CH:44]=[CH:45][CH:46]=[C:3]([C:2]([F:47])([F:1])[F:48])[CH:4]=2)=[O:9])=[O:30])[CH2:60][CH2:59]1, predict the reactants needed to synthesize it. The reactants are: [F:1][C:2]([F:48])([F:47])[C:3]1[CH:4]=[C:5]([CH:44]=[CH:45][CH:46]=1)[CH2:6][NH:7][C:8]([C:10]1[CH:15]=[CH:14][N:13]=[C:12]([C:16]2[CH:21]=[C:20]([N:22]3[CH2:27][CH2:26][CH2:25][CH2:24][CH2:23]3)[CH:19]=[CH:18][C:17]=2[NH:28][C:29]([C:31]2[CH:32]=[C:33]([CH:41]=[CH:42][CH:43]=2)[CH2:34][S:35][CH2:36][CH2:37][C:38](O)=[O:39])=[O:30])[CH:11]=1)=[O:9].C(N(C(C)C)CC)(C)C.[O:58]1[CH2:63][CH2:62][N:61]([CH2:64][CH2:65][NH2:66])[CH2:60][CH2:59]1.CN(C(ON1N=NC2C=CC=NC1=2)=[N+](C)C)C.F[P-](F)(F)(F)(F)F.